Dataset: Catalyst prediction with 721,799 reactions and 888 catalyst types from USPTO. Task: Predict which catalyst facilitates the given reaction. (1) Product: [CH3:3][O:4][C:5](=[O:19])[C:6]1[CH:11]=[CH:10][C:9]([C:12]2[S:13][C:14]([CH2:17][OH:18])=[CH:15][CH:16]=2)=[CH:8][CH:7]=1. The catalyst class is: 138. Reactant: [BH4-].[Na+].[CH3:3][O:4][C:5](=[O:19])[C:6]1[CH:11]=[CH:10][C:9]([C:12]2[S:13][C:14]([CH:17]=[O:18])=[CH:15][CH:16]=2)=[CH:8][CH:7]=1. (2) Product: [CH3:1][C:2]1[N:6]=[CH:5][N:4]([C:8]2[CH:15]=[CH:14][C:13]([N+:16]([O-:18])=[O:17])=[CH:12][C:9]=2[C:10]#[N:11])[N:3]=1. The catalyst class is: 10. Reactant: [CH3:1][C:2]1[N:6]=[CH:5][NH:4][N:3]=1.Cl[C:8]1[CH:15]=[CH:14][C:13]([N+:16]([O-:18])=[O:17])=[CH:12][C:9]=1[C:10]#[N:11].C(=O)([O-])[O-].[K+].[K+].O. (3) Reactant: C1COCC1.[CH3:6][O:7][C:8]1[CH:13]=[CH:12][C:11]([NH:14][CH2:15][CH2:16][C:17]([OH:19])=[O:18])=[CH:10][CH:9]=1.[OH-].[Na+].[C:22](O[C:22]([O:24][C:25]([CH3:28])([CH3:27])[CH3:26])=[O:23])([O:24][C:25]([CH3:28])([CH3:27])[CH3:26])=[O:23]. Product: [C:25]([O:24][C:22]([N:14]([C:11]1[CH:10]=[CH:9][C:8]([O:7][CH3:6])=[CH:13][CH:12]=1)[CH2:15][CH2:16][C:17]([OH:19])=[O:18])=[O:23])([CH3:28])([CH3:27])[CH3:26]. The catalyst class is: 6. (4) Reactant: [F:1][C:2]1[C:3]([CH2:23][N:24](C)[C:25](=O)OC(C)(C)C)=[CH:4][N:5]([S:14]([N:17]2[CH2:22][CH2:21][O:20][CH2:19][CH2:18]2)(=[O:16])=[O:15])[C:6]=1[C:7]1[C:8]([F:13])=[N:9][CH:10]=[CH:11][CH:12]=1.C(OCC)(=O)C.[ClH:39]. Product: [ClH:39].[F:1][C:2]1[C:3]([CH2:23][NH:24][CH3:25])=[CH:4][N:5]([S:14]([N:17]2[CH2:22][CH2:21][O:20][CH2:19][CH2:18]2)(=[O:16])=[O:15])[C:6]=1[C:7]1[C:8]([F:13])=[N:9][CH:10]=[CH:11][CH:12]=1. The catalyst class is: 8. (5) Reactant: [Cl:1][C:2]1[CH:3]=[C:4]([CH2:9][N:10]2[C:14]3[CH:15](O)[CH2:16][CH2:17][C:13]=3[N:12]=[C:11]2[CH:19]([CH3:21])[CH3:20])[CH:5]=[CH:6][C:7]=1[Cl:8].[CH2:22]([O:24][C:25]([CH:27]([C:33]([O:35][CH2:36][CH3:37])=[O:34])[C:28]([O:30][CH2:31][CH3:32])=[O:29])=[O:26])[CH3:23].CP(C)C.N(C(OC(C)C)=O)=NC(OC(C)C)=O. Product: [CH2:36]([O:35][C:33]([C:27]([CH:15]1[C:14]2[N:10]([CH2:9][C:4]3[CH:5]=[CH:6][C:7]([Cl:8])=[C:2]([Cl:1])[CH:3]=3)[C:11]([CH:19]([CH3:21])[CH3:20])=[N:12][C:13]=2[CH2:17][CH2:16]1)([C:25]([O:24][CH2:22][CH3:23])=[O:26])[C:28]([O:30][CH2:31][CH3:32])=[O:29])=[O:34])[CH3:37]. The catalyst class is: 359.